Dataset: Catalyst prediction with 721,799 reactions and 888 catalyst types from USPTO. Task: Predict which catalyst facilitates the given reaction. (1) Reactant: [H-].[Na+].[CH2:3]([OH:7])[C:4]#[C:5][CH3:6].Cl[C:9]1[CH:14]=[C:13]([CH:15]([C:17]2[CH:22]=[CH:21][CH:20]=[C:19]([F:23])[CH:18]=2)[CH3:16])[N:12]=[CH:11][N:10]=1.[Cl-].[NH4+]. Product: [CH2:3]([O:7][C:9]1[CH:14]=[C:13]([CH:15]([C:17]2[CH:22]=[CH:21][CH:20]=[C:19]([F:23])[CH:18]=2)[CH3:16])[N:12]=[CH:11][N:10]=1)[C:4]#[C:5][CH3:6]. The catalyst class is: 7. (2) Reactant: CN1CCCC1=O.Cl[C:9]1[CH:14]=[C:13]([CH:15]([S:24]([C:27]2[CH:32]=[CH:31][C:30]([Cl:33])=[CH:29][CH:28]=2)(=[O:26])=[O:25])[C:16]2[C:21]([F:22])=[CH:20][CH:19]=[CH:18][C:17]=2[F:23])[C:12]([Cl:34])=[CH:11][N:10]=1.[CH3:35][O:36][C:37]1[CH:38]=[C:39]([CH:42]=[CH:43][C:44]=1[O:45][CH3:46])[CH2:40][NH2:41].CCCCCC. Product: [Cl:34][C:12]1[C:13]([CH:15]([S:24]([C:27]2[CH:28]=[CH:29][C:30]([Cl:33])=[CH:31][CH:32]=2)(=[O:26])=[O:25])[C:16]2[C:21]([F:22])=[CH:20][CH:19]=[CH:18][C:17]=2[F:23])=[CH:14][C:9]([NH:41][CH2:40][C:39]2[CH:42]=[CH:43][C:44]([O:45][CH3:46])=[C:37]([O:36][CH3:35])[CH:38]=2)=[N:10][CH:11]=1. The catalyst class is: 13. (3) Reactant: [CH3:1]/[C:2](/N)=[CH:3]\[C:4]#[N:5].Cl.[Cl:8][C:9]1[CH:10]=[C:11]([NH:15][NH2:16])[CH:12]=[CH:13][CH:14]=1. Product: [Cl:8][C:9]1[CH:10]=[C:11]([N:15]2[C:4]([NH2:5])=[CH:3][C:2]([CH3:1])=[N:16]2)[CH:12]=[CH:13][CH:14]=1. The catalyst class is: 126. (4) Reactant: C([O:3][C:4]([CH2:6][O:7][C:8]1[CH:13]=[CH:12][CH:11]=[CH:10][C:9]=1[N:14]1[C:20]2[C:21]([CH3:25])=[CH:22][CH:23]=[CH:24][C:19]=2[C:18]([C:26]2[CH:31]=[CH:30][CH:29]=[CH:28][C:27]=2[F:32])=[N:17][C:16]([CH:67]=[C:68]=[O:69])([NH:33][C:34]([NH:36][C:37]2[CH:42]=[CH:41][CH:40]=[C:39]([C:43]3[N:47](C(C4C=CC=CC=4)(C4C=CC=CC=4)C4C=CC=CC=4)[N:46]=[N:45][N:44]=3)[CH:38]=2)=[O:35])[C:15]1=[O:70])=[O:5])C.[OH-].[Na+].Cl.O. Product: [F:32][C:27]1[CH:28]=[CH:29][CH:30]=[CH:31][C:26]=1[C:18]1[C:19]2[CH:24]=[CH:23][CH:22]=[C:21]([CH3:25])[C:20]=2[N:14]([C:9]2[CH:10]=[CH:11][CH:12]=[CH:13][C:8]=2[O:7][CH2:6][C:4]([OH:5])=[O:3])[C:15](=[O:70])[C:16]([CH:67]=[C:68]=[O:69])([NH:33][C:34]([NH:36][C:37]2[CH:42]=[CH:41][CH:40]=[C:39]([C:43]3[NH:47][N:46]=[N:45][N:44]=3)[CH:38]=2)=[O:35])[N:17]=1. The catalyst class is: 843. (5) The catalyst class is: 5. Reactant: [CH3:1][C:2]1[N:7]2[N:8]=[C:9]([CH2:11][CH2:12][C:13]3[N:17]([CH3:18])[N:16]=[C:15]([N:19]4[CH2:23][CH2:22][CH:21]([O:24]C5CCCCO5)[CH2:20]4)[N:14]=3)[N:10]=[C:6]2[C:5]([CH3:31])=[N:4][CH:3]=1.O.C1(C)C=CC(S(O)(=O)=O)=CC=1. Product: [CH3:1][C:2]1[N:7]2[N:8]=[C:9]([CH2:11][CH2:12][C:13]3[N:17]([CH3:18])[N:16]=[C:15]([N:19]4[CH2:23][CH2:22][CH:21]([OH:24])[CH2:20]4)[N:14]=3)[N:10]=[C:6]2[C:5]([CH3:31])=[N:4][CH:3]=1. (6) Reactant: [CH2:1]([O:3][C:4]([C:6]1[S:10][C:9]([C:11]([CH3:14])([CH3:13])[CH3:12])=[N:8][C:7]=1[CH2:15]Br)=[O:5])[CH3:2].[CH2:17]([O:19][C:20](=[O:34])[CH2:21][NH:22][CH2:23][C:24]1[CH:29]=[CH:28][C:27]([O:30][CH3:31])=[CH:26][C:25]=1[O:32][CH3:33])[CH3:18].C(=O)([O-])[O-].[K+].[K+]. Product: [CH2:1]([O:3][C:4]([C:6]1[S:10][C:9]([C:11]([CH3:14])([CH3:13])[CH3:12])=[N:8][C:7]=1[CH2:15][N:22]([CH2:23][C:24]1[CH:29]=[CH:28][C:27]([O:30][CH3:31])=[CH:26][C:25]=1[O:32][CH3:33])[CH2:21][C:20]([O:19][CH2:17][CH3:18])=[O:34])=[O:5])[CH3:2]. The catalyst class is: 3. (7) Product: [C:4]1([N:7]2[CH2:8][CH2:9][N:10]([C:14]([NH:13][C:16](=[O:17])[O:18][CH2:19][CH3:20])=[S:15])[CH2:11][CH2:12]2)[CH:3]=[CH:2][CH:1]=[CH:6][CH:5]=1. The catalyst class is: 21. Reactant: [CH:1]1[CH:2]=[CH:3][C:4]([N:7]2[CH2:12][CH2:11][NH:10][CH2:9][CH2:8]2)=[CH:5][CH:6]=1.[N:13]([C:16]([O:18][CH2:19][CH3:20])=[O:17])=[C:14]=[S:15]. (8) Reactant: [F:1][C:2]([F:38])([F:37])[C:3]1[CH:4]=[C:5]([CH:30]=[C:31]([C:33]([F:36])([F:35])[F:34])[CH:32]=1)[CH2:6][NH:7][CH2:8][C:9]1[CH:14]=[C:13]([C:15]([F:18])([F:17])[F:16])[CH:12]=[CH:11][C:10]=1[C:19]1[CH:24]=[C:23]([CH:25]([CH3:27])[CH3:26])[CH:22]=[CH:21][C:20]=1[O:28][CH3:29].[C:39]([O-])(O)=[O:40].[Na+]. Product: [F:1][C:2]([F:37])([F:38])[C:3]1[CH:4]=[C:5]([CH:30]=[C:31]([C:33]([F:36])([F:34])[F:35])[CH:32]=1)[CH2:6][N:7]([CH2:8][C:9]1[CH:14]=[C:13]([C:15]([F:18])([F:17])[F:16])[CH:12]=[CH:11][C:10]=1[C:19]1[CH:24]=[C:23]([CH:25]([CH3:26])[CH3:27])[CH:22]=[CH:21][C:20]=1[O:28][CH3:29])[CH:39]=[O:40]. The catalyst class is: 106. (9) Reactant: [C:1]([O:4][CH2:5][C@@:6]1([OH:30])[C@@H:11]([CH3:12])[CH2:10][C:9]([C:13]2[CH:18]=[CH:17][N:16]=[CH:15][C:14]=2[N+:19]([O-])=O)=[CH:8][C@H:7]1[O:22][Si:23]([C:26]([CH3:29])([CH3:28])[CH3:27])([CH3:25])[CH3:24])(=[O:3])[CH3:2].[H][H].[C:33]([O:36][CH2:37][C@@:38]1([OH:60])[C@@H:43]([CH3:44])[CH2:42][C@@H:41]([C:45]2[CH:50]=[CH:49][N:48]=[CH:47][C:46]=2[NH2:51])[CH2:40][C@H:39]1[O:52][Si:53]([C:56]([CH3:59])([CH3:58])[CH3:57])([CH3:55])[CH3:54])(=[O:35])[CH3:34].CO. Product: [C:1]([O:4][CH2:5][C@:6]1([OH:30])[C@H:11]([CH3:12])[CH2:10][C@H:9]([C:13]2[CH:18]=[CH:17][N:16]=[CH:15][C:14]=2[NH2:19])[CH2:8][C@@H:7]1[O:22][Si:23]([C:26]([CH3:29])([CH3:28])[CH3:27])([CH3:25])[CH3:24])(=[O:3])[CH3:2].[C:33]([O:36][CH2:37][C@@:38]1([OH:60])[C@@H:43]([CH3:44])[CH2:42][C@@H:41]([C:45]2[CH:50]=[CH:49][N:48]=[CH:47][C:46]=2[NH2:51])[CH2:40][C@H:39]1[O:52][Si:53]([C:56]([CH3:59])([CH3:58])[CH3:57])([CH3:55])[CH3:54])(=[O:35])[CH3:34]. The catalyst class is: 515.